This data is from Experimentally validated miRNA-target interactions with 360,000+ pairs, plus equal number of negative samples. The task is: Binary Classification. Given a miRNA mature sequence and a target amino acid sequence, predict their likelihood of interaction. (1) The miRNA is mmu-miR-362-5p with sequence AAUCCUUGGAACCUAGGUGUGAAU. The protein sequence of the target gene is MGAAAWAPPHLLLRASFLLLLLLLPLRGRSAGSWDLAGYLLYCPCMGRFGNQADHFLGSLAFAKLLNRTLAVPPWIEYQHHKPPFTNLHVSYQKYFKLEPLQAYHRVVSLEDFMENLAPSHWPPEKRVAYCFEVAAQRSPDKKTCPMKEGNPFGPFWDQFHVSFNKSELFTGISFSASYKEQWTQRFPAKEHPVLALPGAPAQFPVLEEHRELQKYMVWSDEMVRTGEALISAHLVRPYVGIHLRIGSDWKNACAMLKDGTAGSHFMASPQCVGYSRSTATPLTMTMCLPDLKEIQRAVT.... Result: 1 (interaction). (2) The miRNA is hsa-miR-4516 with sequence GGGAGAAGGGUCGGGGC. The protein sequence of the target gene is MEGGGGSGNKTTGGLAGFFGAGGAGYSHADLAGVPLTGMNPLSPYLNVDPRYLVQDTDEFILPTGANKTRGRFELAFFTIGGCCMTGAAFGAMNGLRLGLKETQNMAWSKPRNVQILNMVTRQGALWANTLGSLALLYSAFGVIIEKTRGAEDDLNTVAAGTMTGMLYKCTGGLRGIARGGLTGLTLTSLYALYNNWEHMKGSLLQQSL. Result: 0 (no interaction). (3) The miRNA is hsa-miR-6749-3p with sequence CUCCUCCCCUGCCUGGCCCAG. The protein sequence of the target gene is MTASVLLHPRWIEPTVMFLYDNGGGLVADELNKNMEGAAAAAAAAAAAAAAGAGGGGFPHPAAAAAGGNFSVAAAAAAAAAAAANQCRNLMAHPAPLAPGAASAYSSAPGEAPPSAAAAAAAAAAAAAAAAAASSSGGPGPAGPAGAEAAKQCSPCSAAAQSSSGPAALPYGYFGSGYYPCARMGPHPNAIKSCAQPASAAAAAAFADKYMDTAGPAAEEFSSRAKEFAFYHQGYAAGPYHHHQPMPGYLDMPVVPGLGGPGESRHEPLGLPMESYQPWALPNGWNGQMYCPKEQAQPPH.... Result: 1 (interaction).